From a dataset of Forward reaction prediction with 1.9M reactions from USPTO patents (1976-2016). Predict the product of the given reaction. (1) Given the reactants [Cl:1][C:2]1[N:7]=[C:6](SC)[N:5]=[C:4]([NH:10][C:11]2[NH:15][N:14]=[C:13]([CH3:16])[CH:12]=2)[CH:3]=1.O[O:18][S:19]([O-:21])=O.[K+].[C:23](=O)(O)[O-], predict the reaction product. The product is: [Cl:1][C:2]1[N:7]=[C:6]([S:19]([CH3:23])(=[O:21])=[O:18])[N:5]=[C:4]([NH:10][C:11]2[NH:15][N:14]=[C:13]([CH3:16])[CH:12]=2)[CH:3]=1. (2) Given the reactants [N+:1]([C:4]1[CH:9]=[CH:8][C:7]([C:10]2[S:14][C:13]([CH:15]3[CH2:20][CH2:19][CH:18]([CH2:21][C:22]([NH:24][NH2:25])=[O:23])[CH2:17][CH2:16]3)=[N:12][CH:11]=2)=[CH:6][CH:5]=1)([O-:3])=[O:2].[C:26](O)(=O)[CH3:27], predict the reaction product. The product is: [CH3:26][C:27]1[O:23][C:22]([CH2:21][CH:18]2[CH2:17][CH2:16][CH:15]([C:13]3[S:14][C:10]([C:7]4[CH:8]=[CH:9][C:4]([N+:1]([O-:3])=[O:2])=[CH:5][CH:6]=4)=[CH:11][N:12]=3)[CH2:20][CH2:19]2)=[N:24][N:25]=1. (3) Given the reactants [CH3:1]CN(C(C)C)C(C)C.F[C:11](F)(F)[C:12]([OH:14])=[O:13].[NH2:17][C@H:18]1[CH2:24][O:23][C:22]2C(C(OC)=O)=[CH:26][CH:27]=[CH:28][C:21]=2[N:20]([CH2:33][C:34]2[C:43]3[C:38](=[CH:39][C:40]([Br:44])=[CH:41][CH:42]=3)[CH:37]=[CH:36][C:35]=2[O:45][CH3:46])[C:19]1=[O:47].[C:48]([O:52][C:53]([N:55]([CH3:61])[C@@H:56]([CH3:60])[C:57](O)=[O:58])=[O:54])([CH3:51])([CH3:50])[CH3:49].CN(C(ON1N=NC2C=CC=CC1=2)=[N+](C)C)C.F[P-](F)(F)(F)(F)F.C1C=CC2N(O)N=NC=2C=1.O, predict the reaction product. The product is: [Br:44][C:40]1[CH:39]=[C:38]2[C:43](=[CH:42][CH:41]=1)[C:34]([CH2:33][N:20]1[C:19](=[O:47])[C@@H:18]([NH:17][C:57](=[O:58])[C@@H:56]([N:55]([C:53]([O:52][C:48]([CH3:51])([CH3:50])[CH3:49])=[O:54])[CH3:61])[CH3:60])[CH2:24][O:23][C:22]3[C:11]([C:12]([O:14][CH3:1])=[O:13])=[CH:26][CH:27]=[CH:28][C:21]1=3)=[C:35]([O:45][CH3:46])[CH:36]=[CH:37]2. (4) Given the reactants [C:1]([O:5][C:6]([N:8]1[C:12]2=[N:13][CH:14]=[CH:15][C:16]([CH2:17][NH:18][C@H:19]([CH2:23][C:24]([F:27])([F:26])[F:25])[C:20](O)=[O:21])=[C:11]2[C:10]([C:28]([O:30][CH3:31])=[O:29])=[CH:9]1)=[O:7])([CH3:4])([CH3:3])[CH3:2].CN(C(ON1N=N[C:42]2[CH:43]=[CH:44][CH:45]=[N:46][C:41]1=2)=[N+](C)C)C.F[P-](F)(F)(F)(F)F.C1(N)CCCC1.CN1CCOCC1, predict the reaction product. The product is: [CH:41]1([NH:46][C:20](=[O:21])[C@H:19]([NH:18][CH2:17][C:16]2[CH:15]=[CH:14][N:13]=[C:12]3[N:8]([C:6]([O:5][C:1]([CH3:2])([CH3:4])[CH3:3])=[O:7])[CH:9]=[C:10]([C:28]([O:30][CH3:31])=[O:29])[C:11]=23)[CH2:23][C:24]([F:25])([F:27])[F:26])[CH2:42][CH2:43][CH2:44][CH2:45]1. (5) Given the reactants S(Cl)(C)(=O)=O.C([N:8]([CH2:11][CH3:12])[CH2:9][CH3:10])C.[CH2:13]1[CH2:17]OC[CH2:14]1.Cl[CH2:19]Cl, predict the reaction product. The product is: [CH:11]([N:8]([CH:13]([CH3:17])[CH3:14])[CH2:9][CH3:10])([CH3:12])[CH3:19]. (6) The product is: [F:1][C:2]1[CH:3]=[C:4]([NH2:8])[CH:5]=[CH:6][C:7]=1[C:24]1([OH:27])[CH2:25][CH2:26][S:22][CH2:23]1. Given the reactants [F:1][C:2]1[CH:3]=[C:4]([N:8]2[Si](C)(C)CC[Si]2(C)C)[CH:5]=[CH:6][CH:7]=1.C([Li])(CC)C.[S:22]1[CH2:26][CH2:25][C:24](=[O:27])[CH2:23]1, predict the reaction product. (7) Given the reactants [H-].[H-].[H-].[H-].[Li+].[Al+3].[CH3:7][O:8][C:9]1[CH:27]=[CH:26][C:12]([CH2:13][N:14]2[C:18]([C:19]([NH2:21])=O)=[CH:17][C:16]([C:22]([F:25])([F:24])[F:23])=[N:15]2)=[CH:11][CH:10]=1.C(OCC)(=O)C.CCCCCC.S([O-])([O-])(=O)=O.[Na+].[Na+], predict the reaction product. The product is: [CH3:7][O:8][C:9]1[CH:10]=[CH:11][C:12]([CH2:13][N:14]2[C:18]([CH2:19][NH2:21])=[CH:17][C:16]([C:22]([F:23])([F:24])[F:25])=[N:15]2)=[CH:26][CH:27]=1.